From a dataset of NCI-60 drug combinations with 297,098 pairs across 59 cell lines. Regression. Given two drug SMILES strings and cell line genomic features, predict the synergy score measuring deviation from expected non-interaction effect. (1) Synergy scores: CSS=45.8, Synergy_ZIP=0.527, Synergy_Bliss=-0.700, Synergy_Loewe=-22.8, Synergy_HSA=-2.42. Drug 2: CC(C)(C#N)C1=CC(=CC(=C1)CN2C=NC=N2)C(C)(C)C#N. Drug 1: C1C(C(OC1N2C=C(C(=O)NC2=O)F)CO)O. Cell line: SR. (2) Cell line: SF-539. Drug 1: COC1=C(C=C2C(=C1)N=CN=C2NC3=CC(=C(C=C3)F)Cl)OCCCN4CCOCC4. Drug 2: CN(C(=O)NC(C=O)C(C(C(CO)O)O)O)N=O. Synergy scores: CSS=9.25, Synergy_ZIP=-3.55, Synergy_Bliss=0.989, Synergy_Loewe=-4.56, Synergy_HSA=2.19. (3) Drug 1: COC1=NC(=NC2=C1N=CN2C3C(C(C(O3)CO)O)O)N. Drug 2: C1CC(=O)NC(=O)C1N2C(=O)C3=CC=CC=C3C2=O. Cell line: NCI-H322M. Synergy scores: CSS=-0.129, Synergy_ZIP=3.10, Synergy_Bliss=2.78, Synergy_Loewe=1.12, Synergy_HSA=-0.325. (4) Drug 1: CNC(=O)C1=CC=CC=C1SC2=CC3=C(C=C2)C(=NN3)C=CC4=CC=CC=N4. Drug 2: CS(=O)(=O)CCNCC1=CC=C(O1)C2=CC3=C(C=C2)N=CN=C3NC4=CC(=C(C=C4)OCC5=CC(=CC=C5)F)Cl. Cell line: SNB-19. Synergy scores: CSS=-2.15, Synergy_ZIP=-1.26, Synergy_Bliss=-4.55, Synergy_Loewe=-5.29, Synergy_HSA=-4.67.